Dataset: Reaction yield outcomes from USPTO patents with 853,638 reactions. Task: Predict the reaction yield, written as a fraction of the theoretical maximum amount of product (1.0 means a 100% yield; for example, 0.34 means a 34% yield). (1) The reactants are [F:1][C:2]1[CH:7]=[CH:6][C:5]([C@H:8]2[CH2:13][CH2:12][NH:11][C@@H:10]([CH3:14])[CH2:9]2)=[C:4]([C:15]([F:18])([F:17])[F:16])[CH:3]=1.[Br:19][C:20]1[CH:21]=[C:22]([S:26](Cl)(=[O:28])=[O:27])[CH:23]=[CH:24][CH:25]=1. No catalyst specified. The product is [Br:19][C:20]1[CH:21]=[C:22]([S:26]([N:11]2[CH2:12][CH2:13][C@H:8]([C:5]3[CH:6]=[CH:7][C:2]([F:1])=[CH:3][C:4]=3[C:15]([F:18])([F:16])[F:17])[CH2:9][C@@H:10]2[CH3:14])(=[O:28])=[O:27])[CH:23]=[CH:24][CH:25]=1. The yield is 0.970. (2) The reactants are [H-].[Na+].[NH2:3][C@H:4]1[CH2:9][CH2:8][C@H:7]([OH:10])[CH2:6][CH2:5]1.[CH3:11][C@H:12]1[CH2:17][CH2:16][CH2:15][C@@H:14]([CH3:18])[N:13]1[C:19]1[N:23]2[CH:24]=[C:25](F)[CH:26]=[CH:27][C:22]2=[N:21][N:20]=1. The catalyst is CN(C=O)C. The product is [CH3:11][C@H:12]1[CH2:17][CH2:16][CH2:15][C@@H:14]([CH3:18])[N:13]1[C:19]1[N:23]2[CH:24]=[C:25]([O:10][CH:7]3[CH2:8][CH2:9][CH:4]([NH2:3])[CH2:5][CH2:6]3)[CH:26]=[CH:27][C:22]2=[N:21][N:20]=1. The yield is 0.880. (3) The reactants are [NH2:1][C:2]1[CH:24]=[CH:23][C:5]([CH2:6][C:7]2[N:17]([CH2:18][C:19]([CH3:22])([CH3:21])[CH3:20])[C:10]3[N:11]=[C:12]([C:15]#[N:16])[N:13]=[CH:14][C:9]=3[CH:8]=2)=[CH:4][CH:3]=1.[C:25](O)(=[O:29])[CH2:26][CH2:27][CH3:28].CCN=C=NCCCN(C)C.Cl.O.ON1C2C=CC=CC=2N=N1. The product is [C:15]([C:12]1[N:13]=[CH:14][C:9]2[CH:8]=[C:7]([CH2:6][C:5]3[CH:4]=[CH:3][C:2]([NH:1][C:25](=[O:29])[CH2:26][CH2:27][CH3:28])=[CH:24][CH:23]=3)[N:17]([CH2:18][C:19]([CH3:21])([CH3:20])[CH3:22])[C:10]=2[N:11]=1)#[N:16]. The yield is 0.960. The catalyst is CN(C=O)C. (4) The reactants are [CH3:1][C:2]1[O:6][N:5]=[C:4]([CH2:7][O:8][C:9]2[CH:14]=[CH:13][C:12]([N+:15]([O-])=O)=[CH:11][CH:10]=2)[CH:3]=1.S(S([O-])=O)([O-])=O.[Na+].[Na+].C([O-])([O-])=O.[K+].[K+]. The catalyst is CO.C(Cl)Cl. The product is [CH3:1][C:2]1[O:6][N:5]=[C:4]([CH2:7][O:8][C:9]2[CH:14]=[CH:13][C:12]([NH2:15])=[CH:11][CH:10]=2)[CH:3]=1. The yield is 0.460. (5) The reactants are [OH:1][C:2]1[CH:9]=[CH:8][CH:7]=[C:6]([O:10][CH3:11])[C:3]=1[CH:4]=[O:5].[H-].[Na+].I[CH2:15][C:16]([NH2:18])=[O:17]. The catalyst is CN(C=O)C. The product is [CH:4]([C:3]1[C:6]([O:10][CH3:11])=[CH:7][CH:8]=[CH:9][C:2]=1[O:1][CH2:15][C:16]([NH2:18])=[O:17])=[O:5]. The yield is 0.590. (6) The reactants are [NH:1]1[CH2:6][CH2:5][CH:4]([C:7]([O:9][CH2:10][CH3:11])=[O:8])[CH2:3][CH2:2]1.[CH3:12][C:13]1([CH3:16])[CH2:15][S:14]1.O. The catalyst is C1C=CC=CC=1. The product is [CH3:12][C:13]([SH:14])([CH3:16])[CH2:15][N:1]1[CH2:6][CH2:5][CH:4]([C:7]([O:9][CH2:10][CH3:11])=[O:8])[CH2:3][CH2:2]1. The yield is 0.970. (7) The reactants are [CH3:1][C:2]1[CH:6]=[C:5]([CH3:7])[N:4]([CH2:8][CH2:9][OH:10])[N:3]=1.C(N(CC)CC)C.[CH3:18][C:19]1[CH:24]=[CH:23][C:22]([S:25](Cl)(=[O:27])=[O:26])=[CH:21][CH:20]=1. The catalyst is CC#N. The product is [CH3:18][C:19]1[CH:24]=[CH:23][C:22]([S:25]([O:10][CH2:9][CH2:8][N:4]2[C:5]([CH3:7])=[CH:6][C:2]([CH3:1])=[N:3]2)(=[O:27])=[O:26])=[CH:21][CH:20]=1. The yield is 0.460.